This data is from Forward reaction prediction with 1.9M reactions from USPTO patents (1976-2016). The task is: Predict the product of the given reaction. (1) The product is: [CH3:39][C:21]1[N:14]2[C:13]3[CH:12]=[C:11]([C:35]([F:38])([F:37])[F:36])[NH:10][C:18]=3[CH:17]=[CH:16][C:15]2=[N:19][N:20]=1. Given the reactants C1(S([N:10]2[C:18]3[C:13](=[N:14][C:15]([N:19](C(OC(C)(C)C)=O)[NH:20][C:21](OC(C)(C)C)=O)=[CH:16][CH:17]=3)[CH:12]=[C:11]2[C:35]([F:38])([F:37])[F:36])(=O)=O)C=CC=CC=1.[C:39](O)(=O)C, predict the reaction product. (2) Given the reactants Br[CH2:2][C:3]([C:5]1[CH:10]=[CH:9][C:8]([Br:11])=[CH:7][CH:6]=1)=[O:4].C1N2CN3CN(C2)C[N:13]1C3.C(Cl)(Cl)[Cl:23], predict the reaction product. The product is: [ClH:23].[NH2:13][CH2:2][C:3]([C:5]1[CH:10]=[CH:9][C:8]([Br:11])=[CH:7][CH:6]=1)=[O:4]. (3) Given the reactants C([O:4][CH2:5][CH2:6][C:7]1[CH:8]=[CH:9][CH:10]=[C:11]2[C:15]=1[NH:14][CH:13]=[C:12]2[C:16](=[O:33])[CH:17]([NH:24][C:25]1[CH:26]=[N:27][CH:28]=[C:29]([O:31][CH3:32])[CH:30]=1)[C:18]1[CH:23]=[CH:22][CH:21]=[CH:20][CH:19]=1)(=O)C.C(=O)([O-])[O-].[K+].[K+], predict the reaction product. The product is: [OH:4][CH2:5][CH2:6][C:7]1[CH:8]=[CH:9][CH:10]=[C:11]2[C:15]=1[NH:14][CH:13]=[C:12]2[C:16](=[O:33])[CH:17]([NH:24][C:25]1[CH:26]=[N:27][CH:28]=[C:29]([O:31][CH3:32])[CH:30]=1)[C:18]1[CH:19]=[CH:20][CH:21]=[CH:22][CH:23]=1. (4) Given the reactants [CH2:1]([CH:5]1[CH2:9][N:8]([CH:10]2[CH2:15][CH2:14][O:13][CH2:12][CH2:11]2)[C:7](=[O:16])[N:6]1[CH:17]1[CH2:22][CH2:21][NH:20][CH2:19][CH2:18]1)[CH2:2][CH2:3][CH3:4].[C:23]([O:27][C:28](=[O:47])[CH2:29][O:30][C:31]1[CH:36]=[CH:35][C:34]([S:37][C:38]2[CH:43]=[CH:42][C:41]([CH:44]=O)=[C:40]([CH3:46])[N:39]=2)=[CH:33][CH:32]=1)([CH3:26])([CH3:25])[CH3:24].C(O[BH-](OC(=O)C)OC(=O)C)(=O)C.[Na+], predict the reaction product. The product is: [C:23]([O:27][C:28](=[O:47])[CH2:29][O:30][C:31]1[CH:36]=[CH:35][C:34]([S:37][C:38]2[CH:43]=[CH:42][C:41]([CH2:44][N:20]3[CH2:19][CH2:18][CH:17]([N:6]4[CH:5]([CH2:1][CH2:2][CH2:3][CH3:4])[CH2:9][N:8]([CH:10]5[CH2:11][CH2:12][O:13][CH2:14][CH2:15]5)[C:7]4=[O:16])[CH2:22][CH2:21]3)=[C:40]([CH3:46])[N:39]=2)=[CH:33][CH:32]=1)([CH3:26])([CH3:25])[CH3:24]. (5) Given the reactants [CH2:1]([O:3][C:4](=[O:21])/[C:5](/[CH3:20])=[CH:6]/[C@@H:7]([NH:12][C:13]([O:15][C:16]([CH3:19])([CH3:18])[CH3:17])=[O:14])[CH2:8][CH:9]([CH3:11])[CH3:10])[CH3:2].[H-].[Na+].IC.[C:26](=O)(O)[O-].[Na+], predict the reaction product. The product is: [CH2:1]([O:3][C:4](=[O:21])/[C:5](/[CH3:20])=[CH:6]/[C@@H:7]([N:12]([C:13]([O:15][C:16]([CH3:18])([CH3:17])[CH3:19])=[O:14])[CH3:26])[CH2:8][CH:9]([CH3:11])[CH3:10])[CH3:2]. (6) Given the reactants [F:1][C:2]1[CH:7]=[CH:6][C:5]([N:8]2[CH:13]=[CH:12][N:11]=[C:10](C#N)[C:9]2=[O:16])=[CH:4][CH:3]=1.[OH:17]S(O)(=O)=O.[CH3:22][OH:23], predict the reaction product. The product is: [F:1][C:2]1[CH:7]=[CH:6][C:5]([N:8]2[CH:13]=[CH:12][N:11]=[C:10]([C:22]([OH:17])=[O:23])[C:9]2=[O:16])=[CH:4][CH:3]=1. (7) Given the reactants [N+:1]([C:4]1[CH:5]=[C:6]([CH:10]=[C:11]([N+:13]([O-:15])=[O:14])[CH:12]=1)[C:7]([OH:9])=[O:8])([O-:3])=[O:2].[OH:16][C:17]1[CH:18]=[C:19]([CH:30]=[C:31]([OH:33])[CH:32]=1)[C:20]([O:22][CH2:23][CH2:24][CH2:25][CH2:26][CH2:27][CH2:28]Cl)=[O:21], predict the reaction product. The product is: [OH:16][C:17]1[CH:18]=[C:19]([CH:30]=[C:31]([OH:33])[CH:32]=1)[C:20]([O:22][CH2:23][CH2:24][CH2:25][CH2:26][CH2:27][CH2:28][O:8][C:7](=[O:9])[C:6]1[CH:5]=[C:4]([N+:1]([O-:3])=[O:2])[CH:12]=[C:11]([N+:13]([O-:15])=[O:14])[CH:10]=1)=[O:21].